Task: Regression/Classification. Given a drug SMILES string, predict its absorption, distribution, metabolism, or excretion properties. Task type varies by dataset: regression for continuous measurements (e.g., permeability, clearance, half-life) or binary classification for categorical outcomes (e.g., BBB penetration, CYP inhibition). Dataset: cyp1a2_veith.. Dataset: CYP1A2 inhibition data for predicting drug metabolism from PubChem BioAssay (1) The compound is COc1ccc2[nH]cc(CCNc3cc(-c4cccc(C#N)c4)ncn3)c2c1. The result is 1 (inhibitor). (2) The result is 0 (non-inhibitor). The drug is CO[C@@H](NC(N)=O)C(=O)O. (3) The drug is CCOC(=O)Oc1c(OC)cc(C(=O)O[C@H]2C[C@H]3CN4CCc5c([nH]c6cc(OC)ccc56)[C@@H]4C[C@H]3[C@@H](C(=O)OC)[C@@H]2OC)cc1OC. The result is 0 (non-inhibitor). (4) The compound is COC(=O)N1CCC2(CC1)CCN(c1ncccn1)CC2. The result is 0 (non-inhibitor). (5) The compound is Cc1occc1C(=O)NCc1ccccc1. The result is 0 (non-inhibitor). (6) The drug is COc1c(F)c(F)c(C(=O)O)c(Nc2ccccc2C)c1F. The result is 0 (non-inhibitor).